Dataset: Full USPTO retrosynthesis dataset with 1.9M reactions from patents (1976-2016). Task: Predict the reactants needed to synthesize the given product. (1) Given the product [CH3:13][O:12][C:7]1[CH:6]=[C:5]2[C:10]([CH:11]=[C:2]([C:22]3[CH:23]=[CH:24][C:19]([C:16]([OH:18])=[O:17])=[CH:20][CH:21]=3)[N:3]([CH3:15])[C:4]2=[O:14])=[CH:9][CH:8]=1, predict the reactants needed to synthesize it. The reactants are: Cl[C:2]1[N:3]([CH3:15])[C:4](=[O:14])[C:5]2[C:10]([CH:11]=1)=[CH:9][CH:8]=[C:7]([O:12][CH3:13])[CH:6]=2.[C:16]([C:19]1[CH:24]=[CH:23][C:22](B(O)O)=[CH:21][CH:20]=1)([OH:18])=[O:17].CCOC(C)=O. (2) Given the product [C:1]([C:3]([C:6]1[CH:36]=[CH:35][C:9]([C:10]([NH:12][C:13]2[CH:14]=[CH:15][C:16]([C:19]3[S:23][C:22]([C:24]([NH:26][CH:27]([CH:32]([CH3:33])[CH3:34])[C:28]([OH:30])=[O:29])=[O:25])=[N:21][CH:20]=3)=[CH:17][CH:18]=2)=[O:11])=[CH:8][CH:7]=1)([CH3:4])[CH3:5])#[N:2], predict the reactants needed to synthesize it. The reactants are: [C:1]([C:3]([C:6]1[CH:36]=[CH:35][C:9]([C:10]([NH:12][C:13]2[CH:18]=[CH:17][C:16]([C:19]3[S:23][C:22]([C:24]([NH:26][CH:27]([CH:32]([CH3:34])[CH3:33])[C:28]([O:30]C)=[O:29])=[O:25])=[N:21][CH:20]=3)=[CH:15][CH:14]=2)=[O:11])=[CH:8][CH:7]=1)([CH3:5])[CH3:4])#[N:2]. (3) Given the product [CH3:3][C:4]1[N:9]=[C:8]([C:10]2([C:16]#[N:17])[CH2:15][CH2:14][N:13]([S:30]([CH2:27][CH2:28][CH3:29])(=[O:32])=[O:31])[CH2:12][CH2:11]2)[CH:7]=[CH:6][CH:5]=1.[CH2:27]([S:30]([N:13]1[CH2:12][CH2:11][CH:10]([C:16]#[N:17])[CH2:15][CH2:14]1)(=[O:32])=[O:31])[CH2:28][CH3:29], predict the reactants needed to synthesize it. The reactants are: Cl.Cl.[CH3:3][C:4]1[N:9]=[C:8]([C:10]2([C:16]#[N:17])[CH2:15][CH2:14][NH:13][CH2:12][CH2:11]2)[CH:7]=[CH:6][CH:5]=1.CCN(C(C)C)C(C)C.[CH2:27]([S:30](Cl)(=[O:32])=[O:31])[CH2:28][CH3:29].[OH-].[Na+]. (4) Given the product [CH3:15][S:16]([O:10][C@@H:9]([CH3:11])[C:8]([O:13][CH3:14])=[O:12])(=[O:18])=[O:17], predict the reactants needed to synthesize it. The reactants are: C(N(CC)CC)C.[C:8]([O:13][CH3:14])(=[O:12])[C@H:9]([CH3:11])[OH:10].[CH3:15][S:16](Cl)(=[O:18])=[O:17].Cl. (5) Given the product [I:39][CH2:11][C@H:12]1[O:21][C@@H:16]([O:17][C:18](=[O:20])[CH3:19])[C@H:15]([O:22][C:23](=[O:25])[CH3:24])[C@@H:14]([O:26][C:27](=[O:29])[CH3:28])[C@@H:13]1[O:30][C:31](=[O:33])[CH3:32], predict the reactants needed to synthesize it. The reactants are: C1(C)C=CC(S(O[CH2:11][C@H:12]2[O:21][C@@H:16]([O:17][C:18](=[O:20])[CH3:19])[C@H:15]([O:22][C:23](=[O:25])[CH3:24])[C@@H:14]([O:26][C:27](=[O:29])[CH3:28])[C@@H:13]2[O:30][C:31](=[O:33])[CH3:32])(=O)=O)=CC=1.CC(C)=O.[I-:39].[Na+]. (6) Given the product [CH3:1][O:2][CH2:3][CH:4]1[CH2:8][C:7]2[CH:9]=[C:10]([CH3:16])[CH:11]=[C:12]([NH2:13])[C:6]=2[O:5]1, predict the reactants needed to synthesize it. The reactants are: [CH3:1][O:2][CH2:3][CH:4]1[CH2:8][C:7]2[CH:9]=[C:10]([CH3:16])[CH:11]=[C:12]([N+:13]([O-])=O)[C:6]=2[O:5]1.